This data is from Full USPTO retrosynthesis dataset with 1.9M reactions from patents (1976-2016). The task is: Predict the reactants needed to synthesize the given product. (1) Given the product [C:26]1([CH3:36])[CH:27]=[CH:28][C:29]([S:32]([OH:35])(=[O:33])=[O:34])=[CH:30][CH:31]=1.[Cl:1][C:2]1[CH:3]=[C:4]2[C:8](=[CH:9][CH:10]=1)[NH:7][C:6]([C:11]([NH:13][NH:14][C:15](=[O:24])[C:16]1[CH:21]=[CH:20][C:19]([F:22])=[CH:18][C:17]=1[NH2:23])=[O:12])=[CH:5]2, predict the reactants needed to synthesize it. The reactants are: [Cl:1][C:2]1[CH:3]=[C:4]2[C:8](=[CH:9][CH:10]=1)[NH:7][C:6]([C:11]([NH:13][NH:14][C:15](=[O:24])[C:16]1[CH:21]=[CH:20][C:19]([F:22])=[CH:18][C:17]=1[NH2:23])=[O:12])=[CH:5]2.O.[C:26]1([CH3:36])[CH:31]=[CH:30][C:29]([S:32]([OH:35])(=[O:34])=[O:33])=[CH:28][CH:27]=1.C1(C)C=CC(S(O)(=O)=O)=CC=1. (2) Given the product [CH2:9]([O:8][C:6](=[O:7])[C:5]([CH2:22][C:23]1[C:36]2[C:37]3=[C:38]4[C:33](=[CH:34][CH:35]=2)[CH:32]=[CH:31][CH:30]=[C:29]4[CH:28]=[CH:27][C:26]3=[CH:25][CH:24]=1)([NH:4][C:1](=[O:3])[CH3:2])[C:11]([O:13][CH2:14][CH3:15])=[O:12])[CH3:10], predict the reactants needed to synthesize it. The reactants are: [C:1]([NH:4][CH:5]([C:11]([O:13][CH2:14][CH3:15])=[O:12])[C:6]([O:8][CH2:9][CH3:10])=[O:7])(=[O:3])[CH3:2].[H-].[Na+].C(O)C.Br[CH2:22][C:23]1[C:36]2[C:37]3=[C:38]4[C:33](=[CH:34][CH:35]=2)[CH:32]=[CH:31][CH:30]=[C:29]4[CH:28]=[CH:27][C:26]3=[CH:25][CH:24]=1. (3) Given the product [CH2:7]([CH:10]1[CH2:15][CH2:14][CH:13]([C:16]2[CH:21]=[CH:20][C:19]([C:2]3[Se:3][CH:4]=[CH:5][CH:6]=3)=[CH:18][CH:17]=2)[CH2:12][CH2:11]1)[CH2:8][CH3:9], predict the reactants needed to synthesize it. The reactants are: I[C:2]1[Se:3][CH:4]=[CH:5][CH:6]=1.[CH2:7]([CH:10]1[CH2:15][CH2:14][CH:13]([C:16]2[CH:21]=[CH:20][C:19](B(O)O)=[CH:18][CH:17]=2)[CH2:12][CH2:11]1)[CH2:8][CH3:9].C(=O)([O-])[O-].[Na+].[Na+].O. (4) Given the product [CH2:10]([O:17][C:18]1[CH:27]=[C:26]2[C:21]([C:22]([O:7][C:1]3[CH:6]=[CH:5][CH:4]=[CH:3][CH:2]=3)=[N:23][CH:24]=[N:25]2)=[CH:20][C:19]=1[O:29][CH3:30])[C:11]1[CH:16]=[CH:15][CH:14]=[CH:13][CH:12]=1, predict the reactants needed to synthesize it. The reactants are: [C:1]1([OH:7])[CH:6]=[CH:5][CH:4]=[CH:3][CH:2]=1.[H-].[Na+].[CH2:10]([O:17][C:18]1[CH:27]=[C:26]2[C:21]([C:22](Cl)=[N:23][CH:24]=[N:25]2)=[CH:20][C:19]=1[O:29][CH3:30])[C:11]1[CH:16]=[CH:15][CH:14]=[CH:13][CH:12]=1.O. (5) Given the product [CH3:35][O:34][C:24]1[C:22]2[N:23]=[C:19]([C:5]3[NH:4][C:8]4=[N:9][C:10]([N:13]5[CH2:18][CH2:17][CH2:15][CH2:14]5)=[CH:11][CH:12]=[C:7]4[N:6]=3)[S:20][C:21]=2[C:27]([N:28]2[CH2:33][CH2:32][O:31][CH2:30][CH2:29]2)=[CH:26][CH:25]=1, predict the reactants needed to synthesize it. The reactants are: COC[N:4]1[C:8]2=[N:9][C:10]([N:13]3[CH2:18][CH2:17]O[CH2:15][CH2:14]3)=[CH:11][CH:12]=[C:7]2[N:6]=[C:5]1[C:19]1[S:20][C:21]2[C:27]([N:28]3[CH2:33][CH2:32][O:31][CH2:30][CH2:29]3)=[CH:26][CH:25]=[C:24]([O:34][CH3:35])[C:22]=2[N:23]=1.Cl. (6) Given the product [O:17]=[S:8]1(=[O:16])[C:9]2[CH:15]=[CH:14][CH:13]=[CH:12][C:10]=2[NH:11][C:6]([CH2:5][C:4]([OH:18])=[O:3])=[CH:7]1, predict the reactants needed to synthesize it. The reactants are: C([O:3][C:4](=[O:18])[CH2:5][C:6]1[NH:11][C:10]2[CH:12]=[CH:13][CH:14]=[CH:15][C:9]=2[S:8](=[O:17])(=[O:16])[CH:7]=1)C.[OH-].[Li+]. (7) Given the product [ClH:1].[CH2:13]([NH:17][C:10]1[C:9]2[C:4](=[CH:5][CH:6]=[CH:7][CH:8]=2)[N:3]=[C:2]([N:20]2[C:19]([CH3:18])=[CH:23][C:22]([CH3:24])=[N:21]2)[N:11]=1)[CH2:14][CH2:15][CH3:16], predict the reactants needed to synthesize it. The reactants are: [Cl:1][C:2]1[N:11]=[C:10](Cl)[C:9]2[C:4](=[CH:5][CH:6]=[CH:7][CH:8]=2)[N:3]=1.[CH2:13]([NH2:17])[CH2:14][CH2:15][CH3:16].[CH3:18][C:19]1[CH:23]=[C:22]([CH3:24])[NH:21][N:20]=1.